From a dataset of NCI-60 drug combinations with 297,098 pairs across 59 cell lines. Regression. Given two drug SMILES strings and cell line genomic features, predict the synergy score measuring deviation from expected non-interaction effect. (1) Drug 1: CC=C1C(=O)NC(C(=O)OC2CC(=O)NC(C(=O)NC(CSSCCC=C2)C(=O)N1)C(C)C)C(C)C. Drug 2: C1=NC2=C(N1)C(=S)N=CN2. Cell line: HL-60(TB). Synergy scores: CSS=33.0, Synergy_ZIP=-3.31, Synergy_Bliss=2.61, Synergy_Loewe=-4.44, Synergy_HSA=0.719. (2) Drug 1: C1=CC(=CC=C1CCC2=CNC3=C2C(=O)NC(=N3)N)C(=O)NC(CCC(=O)O)C(=O)O. Drug 2: C1=C(C(=O)NC(=O)N1)N(CCCl)CCCl. Cell line: MDA-MB-231. Synergy scores: CSS=28.3, Synergy_ZIP=-7.57, Synergy_Bliss=-5.44, Synergy_Loewe=-2.28, Synergy_HSA=-0.922. (3) Drug 1: C1CN(P(=O)(OC1)NCCCl)CCCl. Drug 2: C1C(C(OC1N2C=NC3=C2NC=NCC3O)CO)O. Cell line: SR. Synergy scores: CSS=7.36, Synergy_ZIP=-2.85, Synergy_Bliss=-3.49, Synergy_Loewe=0.925, Synergy_HSA=-1.20. (4) Drug 1: CCCCCOC(=O)NC1=NC(=O)N(C=C1F)C2C(C(C(O2)C)O)O. Drug 2: CC(C)CN1C=NC2=C1C3=CC=CC=C3N=C2N. Cell line: SW-620. Synergy scores: CSS=-2.12, Synergy_ZIP=3.43, Synergy_Bliss=3.38, Synergy_Loewe=-0.201, Synergy_HSA=-0.731. (5) Drug 1: CN1CCC(CC1)COC2=C(C=C3C(=C2)N=CN=C3NC4=C(C=C(C=C4)Br)F)OC. Drug 2: CC1CCC2CC(C(=CC=CC=CC(CC(C(=O)C(C(C(=CC(C(=O)CC(OC(=O)C3CCCCN3C(=O)C(=O)C1(O2)O)C(C)CC4CCC(C(C4)OC)O)C)C)O)OC)C)C)C)OC. Cell line: OVCAR-5. Synergy scores: CSS=29.0, Synergy_ZIP=-2.01, Synergy_Bliss=1.54, Synergy_Loewe=5.46, Synergy_HSA=6.35. (6) Drug 1: CC12CCC3C(C1CCC2=O)CC(=C)C4=CC(=O)C=CC34C. Drug 2: CS(=O)(=O)CCNCC1=CC=C(O1)C2=CC3=C(C=C2)N=CN=C3NC4=CC(=C(C=C4)OCC5=CC(=CC=C5)F)Cl. Cell line: T-47D. Synergy scores: CSS=22.3, Synergy_ZIP=-6.97, Synergy_Bliss=0.900, Synergy_Loewe=-3.36, Synergy_HSA=0.671.